This data is from Reaction yield outcomes from USPTO patents with 853,638 reactions. The task is: Predict the reaction yield, written as a fraction of the theoretical maximum amount of product (1.0 means a 100% yield; for example, 0.34 means a 34% yield). (1) The reactants are CC(OI1(OC(C)=O)(OC(C)=O)OC(=O)C2C=CC=CC1=2)=O.[C:23]([O:27][C:28](=[O:39])[NH:29][C@@H:30]1[CH2:35][CH2:34][C@@H:33]([CH2:36][CH2:37][OH:38])[O:32][CH2:31]1)([CH3:26])([CH3:25])[CH3:24].S([O-])([O-])(=O)=S.[Na+].[Na+].C(=O)([O-])O.[Na+]. The catalyst is ClCCl.C(OCC)(=O)C.CCCCCC. The product is [C:23]([O:27][C:28](=[O:39])[NH:29][C@@H:30]1[CH2:35][CH2:34][C@@H:33]([CH2:36][CH:37]=[O:38])[O:32][CH2:31]1)([CH3:26])([CH3:24])[CH3:25]. The yield is 0.430. (2) The reactants are Cl[C:2]1[C:11]2[C:6](=[CH:7][C:8]([O:14][CH3:15])=[C:9]([O:12][CH3:13])[CH:10]=2)[N:5]=[CH:4][CH:3]=1.[CH3:16][C:17]([C:19]1[CH:24]=[C:23]([Br:25])[CH:22]=[CH:21][C:20]=1[OH:26])=[O:18]. The catalyst is CN(C)C1C=CN=CC=1.ClC1C=CC=CC=1Cl. The product is [Br:25][C:23]1[CH:22]=[CH:21][C:20]([O:26][C:2]2[C:11]3[C:6](=[CH:7][C:8]([O:14][CH3:15])=[C:9]([O:12][CH3:13])[CH:10]=3)[N:5]=[CH:4][CH:3]=2)=[C:19]([C:17](=[O:18])[CH3:16])[CH:24]=1. The yield is 0.470. (3) The reactants are [CH2:1]([NH:8][C:9](=O)[CH:10]([C:12]1[CH:17]=[CH:16][C:15]([OH:18])=[CH:14][CH:13]=1)[CH3:11])[C:2]1[CH:7]=[CH:6][CH:5]=[CH:4][CH:3]=1.B.O1CCCC1.O.[OH-].[Na+]. The catalyst is O1CCCC1. The product is [CH2:1]([NH:8][CH2:9][CH:10]([C:12]1[CH:17]=[CH:16][C:15]([OH:18])=[CH:14][CH:13]=1)[CH3:11])[C:2]1[CH:3]=[CH:4][CH:5]=[CH:6][CH:7]=1. The yield is 0.520. (4) The reactants are Br[CH2:2][CH2:3][CH2:4][O:5][C:6]1[CH:15]=[C:14]2[C:9]([C:10]([O:16][C:17]3[CH:18]=[C:19]4[C:23](=[CH:24][CH:25]=3)[NH:22][CH:21]=[CH:20]4)=[N:11][CH:12]=[N:13]2)=[CH:8][C:7]=1[O:26][CH3:27].[C:28]([N:31]1[CH2:36][CH2:35][NH:34][CH2:33][CH2:32]1)(=[O:30])[CH3:29]. The catalyst is CN(C)C=O.C(OCC)(=O)C. The product is [C:28]([N:31]1[CH2:36][CH2:35][N:34]([CH2:2][CH2:3][CH2:4][O:5][C:6]2[CH:15]=[C:14]3[C:9]([C:10]([O:16][C:17]4[CH:18]=[C:19]5[C:23](=[CH:24][CH:25]=4)[NH:22][CH:21]=[CH:20]5)=[N:11][CH:12]=[N:13]3)=[CH:8][C:7]=2[O:26][CH3:27])[CH2:33][CH2:32]1)(=[O:30])[CH3:29]. The yield is 0.490.